This data is from Full USPTO retrosynthesis dataset with 1.9M reactions from patents (1976-2016). The task is: Predict the reactants needed to synthesize the given product. Given the product [ClH:1].[C:6](/[C:8](/[C:31]1[CH:36]=[CH:35][C:34]([O:37][CH3:38])=[C:33]([O:39][CH3:40])[CH:32]=1)=[CH:9]\[C:10]1[S:14][C:13]([N:15]2[CH2:16][CH2:17][CH:18]([O:21][C:22](=[O:30])[CH2:23][N:24]3[CH2:29][CH2:28][CH2:27][CH2:26][CH2:25]3)[CH2:19][CH2:20]2)=[CH:12][CH:11]=1)#[N:7], predict the reactants needed to synthesize it. The reactants are: [ClH:1].CC(O)C.[C:6](/[C:8](/[C:31]1[CH:36]=[CH:35][C:34]([O:37][CH3:38])=[C:33]([O:39][CH3:40])[CH:32]=1)=[CH:9]\[C:10]1[S:14][C:13]([N:15]2[CH2:20][CH2:19][CH:18]([O:21][C:22](=[O:30])[CH2:23][N:24]3[CH2:29][CH2:28][CH2:27][CH2:26][CH2:25]3)[CH2:17][CH2:16]2)=[CH:12][CH:11]=1)#[N:7].